Dataset: Reaction yield outcomes from USPTO patents with 853,638 reactions. Task: Predict the reaction yield, written as a fraction of the theoretical maximum amount of product (1.0 means a 100% yield; for example, 0.34 means a 34% yield). (1) The reactants are [Cl:1][C:2]1[CH:7]=[CH:6][C:5]([C:8]2[CH:9]=[C:10]3[C:16]([C:17]([C:19]4[C:20]([F:33])=[C:21]([NH:26][S:27]([CH2:30][CH2:31][CH3:32])(=[O:29])=[O:28])[CH:22]=[CH:23][C:24]=4[F:25])=[O:18])=[CH:15][NH:14][C:11]3=[N:12][CH:13]=2)=[CH:4][CH:3]=1.[OH-].[K+].[C:36]([O:42][CH:43](Cl)[CH3:44])(=[O:41])[CH2:37][CH2:38][CH2:39][CH3:40]. The catalyst is CN(C=O)C.CCOC(C)=O. The product is [C:36]([O:42][CH:43]([N:14]1[C:11]2=[N:12][CH:13]=[C:8]([C:5]3[CH:6]=[CH:7][C:2]([Cl:1])=[CH:3][CH:4]=3)[CH:9]=[C:10]2[C:16]([C:17](=[O:18])[C:19]2[C:24]([F:25])=[CH:23][CH:22]=[C:21]([NH:26][S:27]([CH2:30][CH2:31][CH3:32])(=[O:28])=[O:29])[C:20]=2[F:33])=[CH:15]1)[CH3:44])(=[O:41])[CH2:37][CH2:38][CH2:39][CH3:40]. The yield is 0.378. (2) The reactants are OC[C:3]1([C:10]2[CH:15]=[N:14]C=CN=2)[CH2:8][CH2:7][C:6](=O)[CH2:5][CH2:4]1.[CH:16]1(N)CC1.[BH-](OC(C)=O)(OC(C)=O)OC(C)=O.[Na+].C([O-])(O)=O.[Na+]. The catalyst is C(#N)C.C(O)(=O)C. The product is [CH2:16]1[C@@H:15]([NH2:14])[C@@H:10]1[C:3]1[CH:4]=[CH:5][CH:6]=[CH:7][CH:8]=1. The yield is 0.420. (3) The reactants are [CH3:1][C:2]1([CH3:14])[C:6]([CH3:8])([CH3:7])[O:5][B:4]([C:9]2[CH:10]=[N:11][NH:12][CH:13]=2)[O:3]1.[C:15]([O:19][C:20]([N:22]1[CH2:26][CH2:25][C@H:24](OS(C)(=O)=O)[CH2:23]1)=[O:21])([CH3:18])([CH3:17])[CH3:16].C([O-])([O-])=O.[Cs+].[Cs+]. The catalyst is CN(C=O)C. The product is [C:15]([O:19][C:20]([N:22]1[CH2:26][CH2:25][C@@H:24]([N:12]2[CH:13]=[C:9]([B:4]3[O:5][C:6]([CH3:7])([CH3:8])[C:2]([CH3:14])([CH3:1])[O:3]3)[CH:10]=[N:11]2)[CH2:23]1)=[O:21])([CH3:18])([CH3:16])[CH3:17]. The yield is 0.330. (4) The reactants are [CH3:1][O:2][C:3]1[C:8](B(O)O)=[CH:7][CH:6]=[CH:5][N:4]=1.Br[C:13]1[CH:18]=[CH:17][C:16]([C@H:19]([N:21]2[C:29](=[O:30])[C:28]3[C:23](=[CH:24][CH:25]=[CH:26][CH:27]=3)[C:22]2=[O:31])[CH3:20])=[CH:15][CH:14]=1.C(=O)([O-])[O-].[Na+].[Na+]. The catalyst is C1C=CC([P]([Pd]([P](C2C=CC=CC=2)(C2C=CC=CC=2)C2C=CC=CC=2)([P](C2C=CC=CC=2)(C2C=CC=CC=2)C2C=CC=CC=2)[P](C2C=CC=CC=2)(C2C=CC=CC=2)C2C=CC=CC=2)(C2C=CC=CC=2)C2C=CC=CC=2)=CC=1.COCCOC. The product is [CH3:1][O:2][C:3]1[C:8]([C:13]2[CH:14]=[CH:15][C:16]([C@H:19]([N:21]3[C:22](=[O:31])[C:23]4[C:28](=[CH:27][CH:26]=[CH:25][CH:24]=4)[C:29]3=[O:30])[CH3:20])=[CH:17][CH:18]=2)=[CH:7][CH:6]=[CH:5][N:4]=1. The yield is 0.450. (5) The reactants are [Cl:1][C:2]1[N:3]=[C:4]([N:11]2[CH2:16][CH2:15][O:14][CH2:13][CH2:12]2)[C:5]2[S:10][CH:9]=[CH:8][C:6]=2[N:7]=1.[Li]CCCC.CCCCCC.CN(C)[CH:30]=[O:31]. The catalyst is O1CCCC1. The product is [Cl:1][C:2]1[N:3]=[C:4]([N:11]2[CH2:16][CH2:15][O:14][CH2:13][CH2:12]2)[C:5]2[S:10][C:9]([CH:30]=[O:31])=[CH:8][C:6]=2[N:7]=1. The yield is 0.770. (6) The reactants are [I:1][C:2]1[C:6]([C:7]([O:9][CH2:10][CH3:11])=[O:8])=[CH:5][NH:4][N:3]=1.[O:12]1[CH:17]=[CH:16][CH2:15][CH2:14][CH2:13]1.CC1C=CC(S(O)(=O)=O)=CC=1. The catalyst is C1COCC1. The product is [I:1][C:2]1[C:6]([C:7]([O:9][CH2:10][CH3:11])=[O:8])=[CH:5][N:4]([CH:13]2[CH2:14][CH2:15][CH2:16][CH2:17][O:12]2)[N:3]=1. The yield is 0.910. (7) The reactants are [F:1][C:2]1[CH:7]=[C:6]([NH:8][NH2:9])[CH:5]=[CH:4][C:3]=1[S:10]([NH2:13])(=[O:12])=[O:11].Cl.[Cl:15][C:16]1[CH:17]=[C:18]([C:23](=O)[CH2:24][C:25](=O)[CH:26]([F:28])[F:27])[CH:19]=[CH:20][C:21]=1[CH3:22].O. The catalyst is C(O)C. The product is [Cl:15][C:16]1[CH:17]=[C:18]([C:23]2[N:8]([C:6]3[CH:5]=[CH:4][C:3]([S:10]([NH2:13])(=[O:11])=[O:12])=[C:2]([F:1])[CH:7]=3)[N:9]=[C:25]([CH:26]([F:27])[F:28])[CH:24]=2)[CH:19]=[CH:20][C:21]=1[CH3:22]. The yield is 0.530.